From a dataset of Forward reaction prediction with 1.9M reactions from USPTO patents (1976-2016). Predict the product of the given reaction. (1) Given the reactants C1(S([N:10]2[C:18]3[C:13](=[CH:14][CH:15]=[CH:16][CH:17]=3)[CH:12]=[C:11]2C(OCC)=O)(=O)=O)C=CC=CC=1.[Br:24]Br.O, predict the reaction product. The product is: [Br:24][C:11]1[NH:10][C:18]2[C:13]([CH:12]=1)=[CH:14][CH:15]=[CH:16][CH:17]=2. (2) Given the reactants [CH2:1]([N:8]1[CH2:13][CH2:12][CH2:11][CH:10]([C:14]2[CH:19]=[CH:18][C:17]([O:20][CH3:21])=[CH:16][C:15]=2[O:22][CH3:23])[C:9]1=[O:24])[C:2]1[CH:7]=[CH:6][CH:5]=[CH:4][CH:3]=1.C([N-]C(C)C)(C)C.[Li+].Cl[C:34]([O:36][CH3:37])=[O:35], predict the reaction product. The product is: [CH3:37][O:36][C:34]([C:10]1([C:14]2[CH:19]=[CH:18][C:17]([O:20][CH3:21])=[CH:16][C:15]=2[O:22][CH3:23])[CH2:11][CH2:12][CH2:13][N:8]([CH2:1][C:2]2[CH:7]=[CH:6][CH:5]=[CH:4][CH:3]=2)[C:9]1=[O:24])=[O:35].